From a dataset of Full USPTO retrosynthesis dataset with 1.9M reactions from patents (1976-2016). Predict the reactants needed to synthesize the given product. (1) Given the product [CH:7]([N:10]1[C:14]([C:15]2[CH:20]=[CH:19][N:18]=[C:17]([NH:21][C:22]3[CH:23]=[CH:24][C:25]([S:28]([CH2:29][CH2:30][CH2:31][N:32]4[CH2:33][CH2:34][O:35][CH2:36][CH2:37]4)(=[O:1])=[O:48])=[CH:26][CH:27]=3)[N:16]=2)=[CH:13][N:12]=[C:11]1[CH3:38])([CH3:8])[CH3:9], predict the reactants needed to synthesize it. The reactants are: [OH:1]OS([O-])=O.[K+].[CH:7]([N:10]1[C:14]([C:15]2[CH:20]=[CH:19][N:18]=[C:17]([NH:21][C:22]3[CH:27]=[CH:26][C:25]([S:28][CH2:29][CH2:30][CH2:31][N:32]4[CH2:37][CH2:36][O:35][CH2:34][CH2:33]4)=[CH:24][CH:23]=3)[N:16]=2)=[CH:13][N:12]=[C:11]1[CH3:38])([CH3:9])[CH3:8].S(S([O-])=O)([O-])(=O)=O.[Na+].[Na+].[OH2:48]. (2) Given the product [CH2:2]([N:9]1[CH2:10][CH:11]=[C:12]([CH:15]2[CH2:16][N:17]([C:19]([O:21][C:22]([CH3:25])([CH3:24])[CH3:23])=[O:20])[CH2:18]2)[CH2:13][CH2:14]1)[C:3]1[CH:8]=[CH:7][CH:6]=[CH:5][CH:4]=1, predict the reactants needed to synthesize it. The reactants are: [Br-].[CH2:2]([N+:9]1[CH:14]=[CH:13][C:12]([CH:15]2[CH2:18][N:17]([C:19]([O:21][C:22]([CH3:25])([CH3:24])[CH3:23])=[O:20])[CH2:16]2)=[CH:11][CH:10]=1)[C:3]1[CH:8]=[CH:7][CH:6]=[CH:5][CH:4]=1.[BH4-].[Na+]. (3) Given the product [C:1]([C:5]1[CH:10]=[C:9]([N+:11]([O-:13])=[O:12])[CH:8]=[CH:7][C:6]=1[NH2:14])([CH3:4])([CH3:2])[CH3:3], predict the reactants needed to synthesize it. The reactants are: [C:1]([C:5]1[CH:10]=[C:9]([N+:11]([O-:13])=[O:12])[CH:8]=[CH:7][C:6]=1[NH:14]C(=O)C)([CH3:4])([CH3:3])[CH3:2].C([O-])(O)=O.[Na+].